From a dataset of Forward reaction prediction with 1.9M reactions from USPTO patents (1976-2016). Predict the product of the given reaction. Given the reactants O=[C:2]1[CH2:7][S:6][C:5]2[CH:8]=[CH:9][C:10]([C:12](OC)=[O:13])=[N:11][C:4]=2[NH:3]1.[H-].[Al+3].[Li+].[H-].[H-].[H-].[OH-].[Na+].S([O-])([O-])(=O)=O.[Na+].[Na+], predict the reaction product. The product is: [S:6]1[CH2:7][CH2:2][NH:3][C:4]2[N:11]=[C:10]([CH2:12][OH:13])[CH:9]=[CH:8][C:5]1=2.